This data is from Catalyst prediction with 721,799 reactions and 888 catalyst types from USPTO. The task is: Predict which catalyst facilitates the given reaction. (1) Reactant: [CH3:1][S:2]([C:5]1[CH:13]=[CH:12][C:8]([C:9]([OH:11])=O)=[CH:7][CH:6]=1)(=[O:4])=[O:3].[N:23]1(C(N2[CH:25]=[CH:24][N:23]=[CH:22]2)=O)[CH:24]=[CH:25]N=[CH:22]1.N1CC=C([C:32]2[C:53]([C:54]([F:57])([F:56])[F:55])=[CH:52][CH:51]=[CH:50][C:33]=2[C:34]([NH:36][C:37]([NH:39][C:40]([O:42][CH2:43][C:44]2[CH:49]=[CH:48][CH:47]=[CH:46][CH:45]=2)=[O:41])=[NH:38])=[O:35])CC1.[CH:58](N(CC)C(C)C)(C)[CH3:59]. The catalyst class is: 42. Product: [CH3:1][S:2]([C:5]1[CH:6]=[CH:7][C:8]([C:9]([N:23]2[CH2:22][CH:59]=[C:58]([C:52]3[CH:51]=[CH:50][C:33]([C:34]([NH:36][C:37]([NH:39][C:40]([O:42][CH2:43][C:44]4[CH:49]=[CH:48][CH:47]=[CH:46][CH:45]=4)=[O:41])=[NH:38])=[O:35])=[CH:32][C:53]=3[C:54]([F:57])([F:56])[F:55])[CH2:25][CH2:24]2)=[O:11])=[CH:12][CH:13]=1)(=[O:3])=[O:4]. (2) Reactant: [NH2:1][C:2]1[C:11]([C:12]2[CH:17]=[CH:16][C:15]([S:18]([N:21]3[CH2:26][CH2:25][O:24][CH2:23][CH2:22]3)(=[O:20])=[O:19])=[CH:14][CH:13]=2)=[N:10][C:9]([Br:27])=[CH:8][C:3]=1[C:4]([O:6][CH3:7])=[O:5].N([O-])=O.[Na+].[N-:32]=[N+:33]=[N-].[Na+].CCOCC. Product: [N:1]([C:2]1[C:11]([C:12]2[CH:13]=[CH:14][C:15]([S:18]([N:21]3[CH2:22][CH2:23][O:24][CH2:25][CH2:26]3)(=[O:19])=[O:20])=[CH:16][CH:17]=2)=[N:10][C:9]([Br:27])=[CH:8][C:3]=1[C:4]([O:6][CH3:7])=[O:5])=[N+:32]=[N-:33]. The catalyst class is: 484. (3) Reactant: Cl.[S:2]1[CH:6]=[CH:5][CH:4]=[C:3]1[C:7]1[N:11]=[C:10]([CH:12]2[CH2:17][CH2:16][NH2+:15][CH2:14][CH2:13]2)[O:9][N:8]=1.C(N(CC)CC)C.[Cl:25][CH2:26][C:27](Cl)=[O:28]. Product: [Cl:25][CH2:26][C:27]([N:15]1[CH2:16][CH2:17][CH:12]([C:10]2[O:9][N:8]=[C:7]([C:3]3[S:2][CH:6]=[CH:5][CH:4]=3)[N:11]=2)[CH2:13][CH2:14]1)=[O:28]. The catalyst class is: 4. (4) Reactant: Cl.[CH3:2][O:3][NH2:4].[C:5]([O:8][C@H:9]1[C@H:14]([N:15]=[C:16]=[S:17])[C@@H:13]([O:18][C:19](=[O:21])[CH3:20])[C@H:12]([O:22][C:23](=[O:25])[CH3:24])[C@@H:11]([CH2:26][O:27][C:28](=[O:30])[CH3:29])[O:10]1)(=[O:7])[CH3:6].C(N(CC)CC)C. Product: [C:5]([O:8][C@H:9]1[C@H:14]([NH:15][C:16]([NH:4][O:3][CH3:2])=[S:17])[C@@H:13]([O:18][C:19](=[O:21])[CH3:20])[C@H:12]([O:22][C:23](=[O:25])[CH3:24])[C@@H:11]([CH2:26][O:27][C:28](=[O:30])[CH3:29])[O:10]1)(=[O:7])[CH3:6]. The catalyst class is: 10. (5) Reactant: [F:1][C:2]1[CH:7]=[CH:6][CH:5]=[CH:4][C:3]=1[S:8](Cl)(=[O:10])=[O:9].[NH2:12][C:13]1[CH:14]=[C:15]([CH:19]2[CH2:28][C:27]([CH3:30])([CH3:29])[C:26]3[C:21](=[CH:22][CH:23]=[C:24]([C:31]#[N:32])[CH:25]=3)[NH:20]2)[CH:16]=[CH:17][CH:18]=1.N1C=CC=CC=1. Product: [C:31]([C:24]1[CH:25]=[C:26]2[C:21](=[CH:22][CH:23]=1)[NH:20][CH:19]([C:15]1[CH:14]=[C:13]([NH:12][S:8]([C:3]3[CH:4]=[CH:5][CH:6]=[CH:7][C:2]=3[F:1])(=[O:10])=[O:9])[CH:18]=[CH:17][CH:16]=1)[CH2:28][C:27]2([CH3:30])[CH3:29])#[N:32]. The catalyst class is: 4. (6) Reactant: [CH3:1][C:2]1[C:3]([NH2:7])=[N:4][NH:5][CH:6]=1.[C:8]1(=O)[C:12]2[CH:13]=[CH:14][CH:15]=[CH:16][C:11]=2[C:10](=[O:17])[O:9]1. Product: [CH3:1][C:2]1[C:3]([N:7]2[C:8](=[O:9])[C:12]3[C:11](=[CH:16][CH:15]=[CH:14][CH:13]=3)[C:10]2=[O:17])=[N:4][NH:5][CH:6]=1. The catalyst class is: 12. (7) Reactant: [NH2:1][C:2]1[C:3]([C:7]([OH:9])=[O:8])=[N:4][S:5][CH:6]=1.C(N(CC)CC)C.[Cl:17][C:18]1[CH:26]=[CH:25][CH:24]=[C:23]([Cl:27])[C:19]=1[C:20](Cl)=[O:21]. Product: [Cl:17][C:18]1[CH:26]=[CH:25][CH:24]=[C:23]([Cl:27])[C:19]=1[C:20]([NH:1][C:2]1[C:3]([C:7]([OH:9])=[O:8])=[N:4][S:5][CH:6]=1)=[O:21]. The catalyst class is: 2. (8) Reactant: [CH2:1]([C:3]1[N:4]([C:28]2[CH:33]=[CH:32][C:31]([C:34]([OH:37])([CH3:36])[CH3:35])=[CH:30][CH:29]=2)[C:5](=[O:27])[C:6]([CH2:12][C:13]2[CH:18]=[CH:17][C:16]([C:19]3[C:20]([C:25]#[N:26])=[CH:21][CH:22]=[CH:23][CH:24]=3)=[CH:15][CH:14]=2)=[C:7]([CH2:9][CH2:10][CH3:11])[N:8]=1)[CH3:2].[H-].[Na+].[CH3:40]I. Product: [CH2:1]([C:3]1[N:4]([C:28]2[CH:33]=[CH:32][C:31]([C:34]([O:37][CH3:40])([CH3:35])[CH3:36])=[CH:30][CH:29]=2)[C:5](=[O:27])[C:6]([CH2:12][C:13]2[CH:14]=[CH:15][C:16]([C:19]3[C:20]([C:25]#[N:26])=[CH:21][CH:22]=[CH:23][CH:24]=3)=[CH:17][CH:18]=2)=[C:7]([CH2:9][CH2:10][CH3:11])[N:8]=1)[CH3:2]. The catalyst class is: 42.